From a dataset of Drug-target binding data from BindingDB using IC50 measurements. Regression. Given a target protein amino acid sequence and a drug SMILES string, predict the binding affinity score between them. We predict pIC50 (pIC50 = -log10(IC50 in M); higher means more potent). Dataset: bindingdb_ic50. (1) The drug is CCOc1cc([C@H]2NC(=O)NC(c3cccnc3)=C2c2ccsc2)cc([N+](=O)[O-])c1O. The target protein (P11766) has sequence MANEVIKCKAAVAWEAGKPLSIEEIEVAPPKAHEVRIKIIATAVCHTDAYTLSGADPEGCFPVILGHEGAGIVESVGEGVTKLKAGDTVIPLYIPQCGECKFCLNPKTNLCQKIRVTQGKGLMPDGTSRFTCKGKTILHYMGTSTFSEYTVVADISVAKIDPLAPLDKVCLLGCGISTGYGAAVNTAKLEPGSVCAVFGLGGVGLAVIMGCKVAGASRIIGVDINKDKFARAKEFGATECINPQDFSKPIQEVLIEMTDGGVDYSFECIGNVKVMRAALEACHKGWGVSVVVGVAASGEEIATRPFQLVTGRTWKGTAFGGWKSVESVPKLVSEYMSKKIKVDEFVTHNLSFDEINKAFELMHSGKSIRTVVKI. The pIC50 is 5.7. (2) The compound is C[C@@]1(CO)C=Cc2cc(O)ccc2O1. The target protein (Q9BPW9) has sequence MLFWVLGLLILCGFLWTRKGKLKIEDITDKYIFITGCDSGFGNLAARTFDKKGFHVIAACLTESGSTALKAETSERLRTVLLDVTDPENVKRTAQWVKNQVGEKGLWGLINNAGVPGVLAPTDWLTLEDYREPIEVNLFGLISVTLNMLPLVKKAQGRVINVSSVGGRLAIVGGGYTPSKYAVEGFNDSLRRDMKAFGVHVSCIEPGLFKTNLADPVKVIEKKLAIWEQLSPDIKQQYGEGYIEKSLDKLKGNKSYVNMDLSPVVECMDHALTSLFPKTHYAAGKDAKIFWIPLSHMPAALQDFLLLKQKAELANPKAV. The pIC50 is 3.9. (3) The drug is CCc1nc2c(C)cc(C)nc2n1Cc1ccc2c(c1)CCc1cc(CN3CCCCC3)ccc1N2. The target protein (Q8IYL9) has sequence MNSTCIEEQHDLDHYLFPIVYIFVIIVSIPANIGSLCVSFLQAKKESELGIYLFSLSLSDLLYALTLPLWIDYTWNKDNWTFSPALCKGSAFLMYMNFYSSTAFLTCIAVDRYLAVVYPLKFFFLRTRRFALMVSLSIWILETIFNAVMLWEDETVVEYCDAEKSNFTLCYDKYPLEKWQINLNLFRTCTGYAIPLVTILICNRKVYQAVRHNKATENKEKKRIIKLLVSITVTFVLCFTPFHVMLLIRCILEHAVNFEDHSNSGKRTYTMYRITVALTSLNCVADPILYCFVTETGRYDMWNILKFCTGRCNTSQRQRKRILSVSTKDTMELEVLE. The pIC50 is 5.0. (4) The drug is CCN(C(C)=O)c1ccc(OC)c2nc(NC(=O)c3cnn(C)c3)sc12. The target protein (P29275) has sequence MLLETQDALYVALELVIAALSVAGNVLVCAAVGTANTLQTPTNYFLVSLAAADVAVGLFAIPFAITISLGFCTDFYGCLFLACFVLVLTQSSIFSLLAVAVDRYLAICVPLRYKSLVTGTRARGVIAVLWVLAFGIGLTPFLGWNSKDSATNNCTEPWDGTTNESCCLVKCLFENVVPMSYMVYFNFFGCVLPPLLIMLVIYIKIFLVACRQLQRTELMDHSRTTLQREIHAAKSLAMIVGIFALCWLPVHAVNCVTLFQPAQGKNKPKWAMNMAILLSHANSVVNPIVYAYRNRDFRYTFHKIISRYLLCQADVKSGNGQAGVQPALGVGL. The pIC50 is 7.5. (5) The drug is CCCc1nc(CC)c(C(=O)OCc2ccccc2C(=O)c2ccccc2)n1Cc1ccc(-c2ccccc2S(=O)(=O)NC(=O)OCCc2ccccc2)cc1. The target protein (P50052) has sequence MKGNSTLATTSKNITSGLHFGLVNISGNNESTLNCSQKPSDKHLDAIPILYYIIFVIGFLVNIVVVTLFCCQKGPKKVSSIYIFNLAVADLLLLATLPLWATYYSYRYDWLFGPVMCKVFGSFLTLNMFASIFFITCMSVDRYQSVIYPFLSQRRNPWQASYIVPLVWCMACLSSLPTFYFRDVRTIEYLGVNACIMAFPPEKYAQWSAGIALMKNILGFIIPLIFIATCYFGIRKHLLKTNSYGKNRITRDQVLKMAAAVVLAFIICWLPFHVLTFLDALAWMGVINSCEVIAVIDLALPFAILLGFTNSCVNPFLYCFVGNRFQQKLRSVFRVPITWLQGKRESMSCRKSSSLREMETFVS. The pIC50 is 8.7.